Dataset: Full USPTO retrosynthesis dataset with 1.9M reactions from patents (1976-2016). Task: Predict the reactants needed to synthesize the given product. (1) Given the product [NH2:1][C:2]1[C:7]([C:8]2[CH:9]=[C:10]([NH:17][S:18]([C:21]3[CH:26]=[CH:25][C:24]([OH:27])=[CH:23][CH:22]=3)(=[O:20])=[O:19])[C:11]([NH:14][CH2:15][CH3:16])=[N:12][CH:13]=2)=[C:6]([NH:29][C@H:30]([C:32]2[N:37]([C:38]3[CH:43]=[CH:42][CH:41]=[CH:40][CH:39]=3)[C:36](=[O:44])[C:35]3=[C:45]([CH3:48])[CH:46]=[CH:47][N:34]3[N:33]=2)[CH3:31])[N:5]=[CH:4][N:3]=1, predict the reactants needed to synthesize it. The reactants are: [NH2:1][C:2]1[C:7]([C:8]2[CH:9]=[C:10]([NH:17][S:18]([C:21]3[CH:26]=[CH:25][C:24]([O:27]C)=[CH:23][CH:22]=3)(=[O:20])=[O:19])[C:11]([NH:14][CH2:15][CH3:16])=[N:12][CH:13]=2)=[C:6]([NH:29][C@H:30]([C:32]2[N:37]([C:38]3[CH:43]=[CH:42][CH:41]=[CH:40][CH:39]=3)[C:36](=[O:44])[C:35]3=[C:45]([CH3:48])[CH:46]=[CH:47][N:34]3[N:33]=2)[CH3:31])[N:5]=[CH:4][N:3]=1.B(Br)(Br)Br. (2) Given the product [ClH:1].[NH2:2][C:3]1[CH:4]=[C:5]([CH2:23][NH2:24])[C:6]([S:9]([NH:10][C:11]2[CH:12]=[CH:13][C:14]3[CH2:18][O:17][B:16]([OH:19])[C:15]=3[CH:20]=2)(=[O:21])=[O:22])=[N:7][CH:8]=1, predict the reactants needed to synthesize it. The reactants are: [ClH:1].[NH2:2][C:3]1[CH:4]=[C:5]([CH2:23][NH:24]C(=O)OC(C)(C)C)[C:6]([S:9](=[O:22])(=[O:21])[NH:10][C:11]2[CH:12]=[CH:13][C:14]3[CH2:18][O:17][B:16]([OH:19])[C:15]=3[CH:20]=2)=[N:7][CH:8]=1. (3) The reactants are: C(NC(C)C)(C)C.C([Li])CCC.[CH2:13]([Si:15](Cl)([CH2:18][CH3:19])[CH2:16][CH3:17])[CH3:14].[CH3:21][Si:22]([O:25][C:26](=[O:33])[CH2:27][O:28][Si:29]([CH3:32])([CH3:31])[CH3:30])([CH3:24])[CH3:23]. Given the product [CH2:13]([Si:15]([CH2:18][CH3:19])([CH2:16][CH3:17])[O:33][C:26]([O:25][Si:22]([CH3:24])([CH3:23])[CH3:21])=[CH:27][O:28][Si:29]([CH3:30])([CH3:32])[CH3:31])[CH3:14], predict the reactants needed to synthesize it. (4) Given the product [F:1][C:2]1[C:3]([O:25][CH2:26][CH2:27][CH2:28][O:29][CH3:30])=[CH:4][C:5]2[CH2:14][CH:13]([CH:15]([CH3:17])[CH3:16])[N:12]3[C:7](=[CH:8][C:9](=[O:23])[C:10]([C:18]([OH:20])=[O:19])=[CH:11]3)[C:6]=2[CH:24]=1, predict the reactants needed to synthesize it. The reactants are: [F:1][C:2]1[C:3]([O:25][CH2:26][CH2:27][CH2:28][O:29][CH3:30])=[CH:4][C:5]2[CH2:14][CH:13]([CH:15]([CH3:17])[CH3:16])[N:12]3[C:7](=[CH:8][C:9](=[O:23])[C:10]([C:18]([O:20]CC)=[O:19])=[CH:11]3)[C:6]=2[CH:24]=1.[Li+].[OH-].Cl.